From a dataset of Catalyst prediction with 721,799 reactions and 888 catalyst types from USPTO. Predict which catalyst facilitates the given reaction. (1) Reactant: [F:1][C:2]1[CH:3]=[C:4]([C:8]2[CH:9]=[CH:10][C:11]([C:14]([OH:16])=O)=[N:12][CH:13]=2)[CH:5]=[CH:6][CH:7]=1.[F:17][C:18]1[CH:23]=[C:22]([C:24]2[C:29]([CH3:30])=[CH:28][C:27]([CH2:31][NH2:32])=[CH:26][N:25]=2)[CH:21]=[CH:20][N:19]=1.F[P-](F)(F)(F)(F)F.N1(OC(N(C)C)=[N+](C)C)C2N=CC=CC=2N=N1.CCN(C(C)C)C(C)C. Product: [F:17][C:18]1[CH:23]=[C:22]([C:24]2[C:29]([CH3:30])=[CH:28][C:27]([CH2:31][NH:32][C:14](=[O:16])[C:11]3[CH:10]=[CH:9][C:8]([C:4]4[CH:5]=[CH:6][CH:7]=[C:2]([F:1])[CH:3]=4)=[CH:13][N:12]=3)=[CH:26][N:25]=2)[CH:21]=[CH:20][N:19]=1. The catalyst class is: 623. (2) Reactant: [CH3:1][C:2]([CH3:10])([C:4](=[O:9])[CH2:5][C:6](=O)[CH3:7])[CH3:3].[CH3:11][N:12]([CH3:19])[CH2:13][CH2:14][O:15][CH2:16][CH2:17][NH2:18].S([O-])([O-])(=O)=O.[Na+].[Na+]. Product: [CH3:1][C:2]([CH3:10])([C:4](=[O:9])[CH2:5][C:6](=[N:18][CH2:17][CH2:16][O:15][CH2:14][CH2:13][N:12]([CH3:19])[CH3:11])[CH3:7])[CH3:3]. The catalyst class is: 27. (3) Reactant: [C:1]12([C:11]3[N:16]=[C:15]([C:17]4[CH:22]=[CH:21][C:20](Br)=[CH:19][CH:18]=4)[CH:14]=[CH:13][N:12]=3)[CH2:10][CH:5]3[CH2:6][CH:7]([CH2:9][CH:3]([CH2:4]3)[CH2:2]1)[CH2:8]2.CN([CH:27]=[O:28])C. Product: [C:1]12([C:11]3[N:16]=[C:15]([C:17]4[CH:22]=[CH:21][C:20]([CH:27]=[O:28])=[CH:19][CH:18]=4)[CH:14]=[CH:13][N:12]=3)[CH2:10][CH:5]3[CH2:6][CH:7]([CH2:9][CH:3]([CH2:4]3)[CH2:2]1)[CH2:8]2. The catalyst class is: 1. (4) Reactant: [CH3:1][C:2]1[CH:7]=[CH:6][C:5]([C:8]2[N:12]=[C:11]([CH:13]3[CH2:16][C:15](=[O:17])[CH2:14]3)[O:10][N:9]=2)=[CH:4][C:3]=1[NH:18][C:19]([C:21]1[N:25]2[CH:26]=[CH:27][CH:28]=[CH:29][C:24]2=[N:23][CH:22]=1)=[O:20].[F:30][C:31]([Si](C)(C)C)([F:33])[F:32].CCCC[N+](CCCC)(CCCC)CCCC.[F-]. Product: [OH:17][C:15]1([C:31]([F:33])([F:32])[F:30])[CH2:16][CH:13]([C:11]2[O:10][N:9]=[C:8]([C:5]3[CH:6]=[CH:7][C:2]([CH3:1])=[C:3]([NH:18][C:19]([C:21]4[N:25]5[CH:26]=[CH:27][CH:28]=[CH:29][C:24]5=[N:23][CH:22]=4)=[O:20])[CH:4]=3)[N:12]=2)[CH2:14]1. The catalyst class is: 1. (5) Reactant: [CH:1]1([C@H:5]([NH:7][C:8]2[N:16]=[C:15]([C:17]([NH:19][NH:20][C:21]([NH:23][CH3:24])=[O:22])=O)[N:14]=[C:13]3[C:9]=2[N:10]([CH2:37][C@H:38]2[CH2:43][CH2:42][C@H:41]([CH3:44])[CH2:40][CH2:39]2)[C:11]([N:25]2[CH2:30][CH2:29][O:28][CH2:27][C@H:26]2[C:31]2[CH:36]=[CH:35][CH:34]=[CH:33][CH:32]=2)=[N:12]3)[CH3:6])[CH2:4][CH2:3][CH2:2]1.[OH-].[Na+]. Product: [CH:1]1([C@H:5]([NH:7][C:8]2[N:16]=[C:15]([C:17]3[N:23]([CH3:24])[C:21](=[O:22])[NH:20][N:19]=3)[N:14]=[C:13]3[C:9]=2[N:10]([CH2:37][C@H:38]2[CH2:43][CH2:42][C@H:41]([CH3:44])[CH2:40][CH2:39]2)[C:11]([N:25]2[CH2:30][CH2:29][O:28][CH2:27][C@H:26]2[C:31]2[CH:36]=[CH:35][CH:34]=[CH:33][CH:32]=2)=[N:12]3)[CH3:6])[CH2:4][CH2:3][CH2:2]1. The catalyst class is: 49. (6) Reactant: Cl[CH2:2][CH2:3][CH2:4][S:5]([N:8]1[CH2:13][CH2:12][CH:11]([C:14]2[C:22]3[C:17](=[C:18]([C:28]([NH2:30])=[O:29])[CH:19]=[C:20]([C:23]4[S:24][CH:25]=[CH:26][CH:27]=4)[CH:21]=3)[NH:16][N:15]=2)[CH2:10][CH2:9]1)(=[O:7])=[O:6].C([O-])([O-])=O.[K+].[K+].C(N(CC)CC)C.[NH:44]1[CH2:49][CH2:48][O:47][CH2:46][CH2:45]1. The catalyst class is: 3. Product: [N:44]1([CH2:2][CH2:3][CH2:4][S:5]([N:8]2[CH2:13][CH2:12][CH:11]([C:14]3[C:22]4[C:17](=[C:18]([C:28]([NH2:30])=[O:29])[CH:19]=[C:20]([C:23]5[S:24][CH:25]=[CH:26][CH:27]=5)[CH:21]=4)[NH:16][N:15]=3)[CH2:10][CH2:9]2)(=[O:7])=[O:6])[CH2:49][CH2:48][O:47][CH2:46][CH2:45]1. (7) Reactant: [F:1][C:2]([F:20])([C:7]1[C:15]2[CH:14]=[C:13]([C:16]([O:18]C)=[O:17])[S:12][C:11]=2[CH:10]=[CH:9][CH:8]=1)[C:3]([F:6])([F:5])[F:4].O.[OH-].[Li+].O. Product: [F:20][C:2]([F:1])([C:7]1[C:15]2[CH:14]=[C:13]([C:16]([OH:18])=[O:17])[S:12][C:11]=2[CH:10]=[CH:9][CH:8]=1)[C:3]([F:6])([F:5])[F:4]. The catalyst class is: 5. (8) Reactant: C([O:4][C@@H:5]1[CH2:9][N:8]([C:10]2[CH:15]=[CH:14][N:13]3[N:16]=[CH:17][C:18]([C:19]([O:21]CC)=[O:20])=[C:12]3[N:11]=2)[C@@H:7]([C:24]2[CH:29]=[CH:28][CH:27]=[C:26]([F:30])[CH:25]=2)[CH2:6]1)(=O)C.[OH-].[Na+].Cl. Product: [F:30][C:26]1[CH:25]=[C:24]([C@H:7]2[CH2:6][C@H:5]([OH:4])[CH2:9][N:8]2[C:10]2[CH:15]=[CH:14][N:13]3[N:16]=[CH:17][C:18]([C:19]([OH:21])=[O:20])=[C:12]3[N:11]=2)[CH:29]=[CH:28][CH:27]=1. The catalyst class is: 71.